Predict the reactants needed to synthesize the given product. From a dataset of Full USPTO retrosynthesis dataset with 1.9M reactions from patents (1976-2016). (1) Given the product [C:1]([C:3]1[CH:8]=[CH:7][C:6]([C:9]2[CH:15]=[N:22][N:21]([C:23]3[CH:31]=[CH:30][C:26]([C:27]([OH:29])=[O:28])=[CH:25][N:24]=3)[C:10]=2[OH:11])=[C:5]([O:19][CH3:20])[CH:4]=1)#[N:2], predict the reactants needed to synthesize it. The reactants are: [C:1]([C:3]1[CH:8]=[CH:7][C:6]([C:9](=[CH:15]N(C)C)[C:10](OCC)=[O:11])=[C:5]([O:19][CH3:20])[CH:4]=1)#[N:2].[NH:21]([C:23]1[CH:31]=[CH:30][C:26]([C:27]([OH:29])=[O:28])=[CH:25][N:24]=1)[NH2:22].Cl.CCN(C(C)C)C(C)C. (2) Given the product [C:1]([C:3]1[CH:4]=[C:5]([CH:29]=[CH:30][C:31]=1[O:32][CH:33]([CH3:35])[CH3:34])[CH2:6][O:7][C:8]1[CH:16]=[CH:15][C:14]2[N:13]3[CH2:17][CH2:18][CH:19]([CH2:20][C:21]([O:23][C:24]([CH3:27])([CH3:26])[CH3:25])=[O:22])[C:12]3=[C:11]([CH3:36])[C:10]=2[CH:9]=1)#[N:2], predict the reactants needed to synthesize it. The reactants are: [C:1]([C:3]1[CH:4]=[C:5]([CH:29]=[CH:30][C:31]=1[O:32][CH:33]([CH3:35])[CH3:34])[CH2:6][O:7][C:8]1[CH:16]=[CH:15][C:14]2[N:13]3[CH2:17][CH2:18][CH:19]([CH2:20][C:21]([O:23][C:24]([CH3:27])([CH3:26])[CH3:25])=[O:22])[C:12]3=[C:11](I)[C:10]=2[CH:9]=1)#[N:2].[CH2:36]1COCC1.[Cl-].C[Zn+]. (3) Given the product [N+:11]([C:4]1[CH:5]=[C:6]([CH:9]=[CH:10][C:3]=1[CH2:2][N:14]1[CH2:18][CH2:17][CH2:16][CH2:15]1)[C:7]#[N:8])([O-:13])=[O:12], predict the reactants needed to synthesize it. The reactants are: Br[CH2:2][C:3]1[CH:10]=[CH:9][C:6]([C:7]#[N:8])=[CH:5][C:4]=1[N+:11]([O-:13])=[O:12].[NH:14]1[CH2:18][CH2:17][CH2:16][CH2:15]1.C(N(CC)CC)C. (4) The reactants are: C(OCC)C.C([O:8][C:9](=O)/[CH:10]=[C:11](\[CH3:28])/[CH2:12]/[CH:13]=[CH:14]/[C@H:15]([CH3:27])[C@@H:16]([O:19][Si:20]([CH2:25][CH3:26])([CH2:23][CH3:24])[CH2:21][CH3:22])[CH2:17][CH3:18])C.C1(C)C=CC=CC=1.[H-].C([Al+]CC(C)C)C(C)C.O.O.O.O.C(C(C(C([O-])=O)O)O)([O-])=O.[Na+].[K+]. Given the product [CH3:28]/[C:11](/[CH2:12]/[CH:13]=[CH:14]/[C@H:15]([CH3:27])[C@@H:16]([O:19][Si:20]([CH2:23][CH3:24])([CH2:25][CH3:26])[CH2:21][CH3:22])[CH2:17][CH3:18])=[CH:10]\[CH2:9][OH:8], predict the reactants needed to synthesize it.